This data is from Reaction yield outcomes from USPTO patents with 853,638 reactions. The task is: Predict the reaction yield, written as a fraction of the theoretical maximum amount of product (1.0 means a 100% yield; for example, 0.34 means a 34% yield). The reactants are [CH3:1][C:2]1([C:5]([OH:7])=O)[CH2:4][CH2:3]1.[S:8]1[CH:12]=[CH:11][CH:10]=[C:9]1[CH2:13][CH2:14][NH2:15].C(N(CC)CC)C.CCN=C=NCCCN(C)C. The catalyst is C(Cl)Cl.CN(C1C=CN=CC=1)C. The product is [S:8]1[CH:12]=[CH:11][CH:10]=[C:9]1[CH2:13][CH2:14][NH:15][C:5]([C:2]1([CH3:1])[CH2:4][CH2:3]1)=[O:7]. The yield is 0.850.